This data is from Full USPTO retrosynthesis dataset with 1.9M reactions from patents (1976-2016). The task is: Predict the reactants needed to synthesize the given product. Given the product [ClH:13].[Cl:13][C:14]1[CH:19]=[CH:18][C:17]([O:10][CH:9]2[CH2:8][N:7]([CH3:11])[CH2:6][C:5]3[O:12][C:2]([CH3:1])=[CH:3][C:4]2=3)=[CH:16][CH:15]=1, predict the reactants needed to synthesize it. The reactants are: [CH3:1][C:2]1[O:12][C:5]2[CH2:6][N:7]([CH3:11])[CH2:8][CH:9]([OH:10])[C:4]=2[CH:3]=1.[Cl:13][C:14]1(O)[CH:19]=[CH:18][CH:17]=[CH:16][CH2:15]1.